From a dataset of Peptide-MHC class II binding affinity with 134,281 pairs from IEDB. Regression. Given a peptide amino acid sequence and an MHC pseudo amino acid sequence, predict their binding affinity value. This is MHC class II binding data. (1) The peptide sequence is GRVIDLGCGRGGWCY. The MHC is HLA-DQA10201-DQB10303 with pseudo-sequence HLA-DQA10201-DQB10303. The binding affinity (normalized) is 0. (2) The peptide sequence is ATPEAKFDSFVAAFT. The MHC is DRB1_1001 with pseudo-sequence DRB1_1001. The binding affinity (normalized) is 0.684. (3) The peptide sequence is ARRRLRTLVLAPTRV. The MHC is DRB3_0101 with pseudo-sequence DRB3_0101. The binding affinity (normalized) is 0.413. (4) The peptide sequence is WTGALVTPCAAEEQK. The MHC is DRB1_0401 with pseudo-sequence DRB1_0401. The binding affinity (normalized) is 0.217. (5) The peptide sequence is QVAQYKALPVVLENA. The MHC is DRB5_0101 with pseudo-sequence DRB5_0101. The binding affinity (normalized) is 0.371. (6) The peptide sequence is ERFALNPGLLETSEGCK. The MHC is DRB1_1101 with pseudo-sequence DRB1_1101. The binding affinity (normalized) is 0.392.